Dataset: Full USPTO retrosynthesis dataset with 1.9M reactions from patents (1976-2016). Task: Predict the reactants needed to synthesize the given product. (1) Given the product [Pt+2:9].[CH2:19]([NH:18][CH2:10][CH2:11][CH2:12][CH2:13][CH2:14][CH2:15][CH2:16][CH3:17])[CH2:20][CH2:21][CH2:22][CH2:23][CH2:24][CH2:25][CH3:26], predict the reactants needed to synthesize it. The reactants are: [OH-].[Ba+2].[OH-].S([O-])([O-])(=O)=O.[Pt+2:9].[CH2:10]([NH:18][CH2:19][CH2:20][CH2:21][CH2:22][CH2:23][CH2:24][CH2:25][CH3:26])[CH2:11][CH2:12][CH2:13][CH2:14][CH2:15][CH2:16][CH3:17]. (2) Given the product [I:14][C:11]1[C:12]2[O:13][C:5]([CH:4]=[O:3])=[CH:6][C:7]=2[CH:8]=[N:9][CH:10]=1, predict the reactants needed to synthesize it. The reactants are: C([O:3][CH:4](OCC)[C:5]1[O:13][C:12]2[C:11]([I:14])=[CH:10][N:9]=[CH:8][C:7]=2[CH:6]=1)C.Cl.C(=O)(O)[O-].[Na+]. (3) The reactants are: [NH:1]1[CH2:6][CH2:5][CH:4]([C:7]2[CH:15]=[CH:14][CH:13]=[C:12]3[C:8]=2[CH2:9][C:10](=[O:16])[NH:11]3)[CH2:3][CH2:2]1.[CH3:17][C:18]1[C:22]([C:23]([N:25]2[CH2:30][CH2:29][O:28][CH2:27][CH2:26]2)=[O:24])=[CH:21][NH:20][C:19]=1[CH:31]=O. Given the product [CH3:17][C:18]1[C:22]([C:23]([N:25]2[CH2:26][CH2:27][O:28][CH2:29][CH2:30]2)=[O:24])=[CH:21][NH:20][C:19]=1[CH:31]=[C:9]1[C:8]2[C:12](=[CH:13][CH:14]=[CH:15][C:7]=2[CH:4]2[CH2:3][CH2:2][NH:1][CH2:6][CH2:5]2)[NH:11][C:10]1=[O:16], predict the reactants needed to synthesize it.